Dataset: Forward reaction prediction with 1.9M reactions from USPTO patents (1976-2016). Task: Predict the product of the given reaction. (1) Given the reactants [Cu:1]=[O:2].ON1C(=O)CCC1=O.[CH3:11][C:12]1[C:30]([CH2:31][CH2:32][C:33]([OH:35])=[O:34])=[C:29]2[NH:36][C:13]=1[CH:14]=[C:15]1[N:19]=[C:18]([CH:20]=[C:21]3[C:46]([CH3:47])=[C:45]([CH:48]=[CH2:49])[C:23](=[CH:24][C:25]4[C:38]([CH3:39])=[C:37]([CH2:40][CH2:41][C:42]([OH:44])=[O:43])[C:27](=[CH:28]2)[N:26]=4)[NH:22]3)[C:17]([CH:50]=[CH2:51])=[C:16]1[CH3:52], predict the reaction product. The product is: [CH3:11][C:12]1[C:30]([CH2:31][CH2:32][C:33]([OH:35])=[O:34])=[C:29]2[NH:36][C:13]=1[CH:14]=[C:15]1[N:19]=[C:18]([CH:20]=[C:21]3[C:46]([CH3:47])=[C:45]([CH:48]=[CH2:49])[C:23](=[CH:24][C:25]4[C:38]([CH3:39])=[C:37]([CH2:40][CH2:41][C:42]([OH:44])=[O:43])[C:27](=[CH:28]2)[N:26]=4)[NH:22]3)[C:17]([CH:50]=[CH2:51])=[C:16]1[CH3:52].[Cu:1]=[O:2]. (2) The product is: [OH:62][C:63]1[N:13]([C:14]2[CH:19]=[CH:83][C:82]([O:81][CH3:80])=[C:16]([N:22]([CH3:26])[CH2:23][CH2:24][CH3:25])[CH:15]=2)[C:11]([C:10]2[CH:27]=[C:28]([CH:39]([CH3:40])[CH3:41])[C:29]([OH:31])=[CH:30][C:9]=2[OH:8])=[N:64][N:65]=1. Given the reactants C([O:8][C:9]1[CH:30]=[C:29]([O:31]CC2C=CC=CC=2)[C:28]([CH:39]([CH3:41])[CH3:40])=[CH:27][C:10]=1[C:11]([NH:13][C:14]1[CH:19]=CC(OC)=[C:16]([N:22]([CH3:26])[CH2:23][CH2:24][CH3:25])[CH:15]=1)=O)C1C=CC=CC=1.COC1C=CC(P2(SP(C3C=CC([O:62][CH3:63])=CC=3)(=S)S2)=S)=CC=1.[NH2:64][NH2:65].C1N=CN(C(N2C=NC=C2)=O)C=1.O1[CH2:83][CH2:82][O:81][CH2:80]C1, predict the reaction product. (3) Given the reactants [CH2:1]([O:8][NH2:9])[C:2]1[CH:7]=[CH:6][CH:5]=[CH:4][CH:3]=1.[CH3:10][N:11]1[C:16](=[O:17])[N:15]2[CH:18]=[N:19][C:20]([C:21](Cl)=[O:22])=[C:14]2[N:13]=[N:12]1, predict the reaction product. The product is: [CH2:1]([O:8][NH:9][C:21]([C:20]1[N:19]=[CH:18][N:15]2[C:16](=[O:17])[N:11]([CH3:10])[N:12]=[N:13][C:14]=12)=[O:22])[C:2]1[CH:7]=[CH:6][CH:5]=[CH:4][CH:3]=1. (4) Given the reactants I[CH2:2][CH2:3][CH:4]([CH3:6])[CH3:5].C(=O)([O-])[O-].[Cs+].[Cs+].[OH:13][C:14]1[C:15]2[N:16]([C:21]([C:25]([O:27][CH2:28][CH3:29])=[O:26])=[C:22]([CH3:24])[N:23]=2)[CH:17]=[C:18]([CH3:20])[CH:19]=1.O, predict the reaction product. The product is: [CH3:24][C:22]1[N:23]=[C:15]2[C:14]([O:13][CH2:2][CH2:3][CH:4]([CH3:6])[CH3:5])=[CH:19][C:18]([CH3:20])=[CH:17][N:16]2[C:21]=1[C:25]([O:27][CH2:28][CH3:29])=[O:26]. (5) The product is: [C:24]([C:23]1[C:18]([N:15]2[CH2:14][CH2:13][N:12]([C:10](=[O:11])[C@H:9]([NH:8][C:6](=[O:7])[O:5][C:1]([CH3:4])([CH3:2])[CH3:3])[CH2:30][C:31]3[CH:36]=[CH:35][C:34]([Cl:37])=[CH:33][CH:32]=3)[CH2:17][CH2:16]2)=[C:19]2[CH:29]=[CH:28][NH:27][C:20]2=[N:21][CH:22]=1)(=[O:25])[NH2:40]. Given the reactants [C:1]([O:5][C:6]([NH:8][C@H:9]([CH2:30][C:31]1[CH:36]=[CH:35][C:34]([Cl:37])=[CH:33][CH:32]=1)[C:10]([N:12]1[CH2:17][CH2:16][N:15]([C:18]2[C:23]([C:24](O)=[O:25])=[CH:22][N:21]=[C:20]3[NH:27][CH:28]=[CH:29][C:19]=23)[CH2:14][CH2:13]1)=[O:11])=[O:7])([CH3:4])([CH3:3])[CH3:2].CC[N:40](C(C)C)C(C)C.CN(C(ON1N=NC2C=CC=CC1=2)=[N+](C)C)C.F[P-](F)(F)(F)(F)F, predict the reaction product. (6) Given the reactants [CH:1]([C:3]1[CH:4]=[C:5]([CH:9]([CH3:14])[C:10]([O:12][CH3:13])=[O:11])[CH:6]=[CH:7][CH:8]=1)=O.[O:15]=[C:16]1[CH2:20][CH2:19][S:18][CH2:17]1, predict the reaction product. The product is: [O:15]=[C:16]1[CH2:20][CH2:19][S:18][C:17]1=[CH:1][C:3]1[CH:4]=[C:5]([CH:9]([CH3:14])[C:10]([O:12][CH3:13])=[O:11])[CH:6]=[CH:7][CH:8]=1. (7) Given the reactants [F:1][C:2]1[C:20]([F:21])=[CH:19][CH:18]=[CH:17][C:3]=1[CH2:4][N:5]1[C:9]2[CH:10]=[N:11][C:12]([C:14]([OH:16])=O)=[CH:13][C:8]=2[N:7]=[CH:6]1.[C:22]([O:26][NH2:27])([CH3:25])([CH3:24])[CH3:23], predict the reaction product. The product is: [C:22]([O:26][NH:27][C:14]([C:12]1[N:11]=[CH:10][C:9]2[N:5]([CH2:4][C:3]3[CH:17]=[CH:18][CH:19]=[C:20]([F:21])[C:2]=3[F:1])[CH:6]=[N:7][C:8]=2[CH:13]=1)=[O:16])([CH3:25])([CH3:24])[CH3:23]. (8) The product is: [CH3:7][N:3]1[CH:4]=[CH:5][N:6]=[C:2]1[S:1][CH2:22][C:21]1[CH:24]=[C:25]([O:29][CH3:30])[C:26]([O:27][CH3:28])=[C:19]([O:18][CH3:17])[CH:20]=1. Given the reactants [SH:1][C:2]1[N:3]([CH3:7])[CH:4]=[CH:5][N:6]=1.C(N(CC)C(C)C)(C)C.[CH3:17][O:18][C:19]1[CH:20]=[C:21]([CH:24]=[C:25]([O:29][CH3:30])[C:26]=1[O:27][CH3:28])[CH2:22]Cl, predict the reaction product. (9) Given the reactants [CH:1]1([CH2:4][N:5]([C:10]2[CH:11]=[CH:12][C:13]([OH:20])=[C:14]([CH:19]=2)[C:15]([O:17][CH3:18])=[O:16])[S:6]([CH3:9])(=[O:8])=[O:7])[CH2:3][CH2:2]1.Cl.Cl[CH2:23][CH2:24][N:25]1[CH2:30][CH2:29][O:28][CH2:27][CH2:26]1.C([O-])([O-])=O.[K+].[K+].O, predict the reaction product. The product is: [CH:1]1([CH2:4][N:5]([C:10]2[CH:11]=[CH:12][C:13]([O:20][CH2:23][CH2:24][N:25]3[CH2:30][CH2:29][O:28][CH2:27][CH2:26]3)=[C:14]([CH:19]=2)[C:15]([O:17][CH3:18])=[O:16])[S:6]([CH3:9])(=[O:8])=[O:7])[CH2:3][CH2:2]1. (10) Given the reactants [CH3:1][O:2][C:3]1[C:8]([CH2:9][C:10]([O:12]C)=[O:11])=[CH:7][N:6]=[CH:5][N:4]=1.C(O)C.O.[OH-].[Li+], predict the reaction product. The product is: [CH3:1][O:2][C:3]1[C:8]([CH2:9][C:10]([OH:12])=[O:11])=[CH:7][N:6]=[CH:5][N:4]=1.